Task: Predict the reactants needed to synthesize the given product.. Dataset: Full USPTO retrosynthesis dataset with 1.9M reactions from patents (1976-2016) (1) Given the product [CH2:1]([N:8]1[CH2:13][CH2:12][C:11]2[NH:15][C:16](=[O:20])[CH:17]=[CH:18][C:10]=2[CH2:9]1)[C:2]1[CH:7]=[CH:6][CH:5]=[CH:4][CH:3]=1, predict the reactants needed to synthesize it. The reactants are: [CH2:1]([N:8]1[CH2:13][CH2:12][C:11](=O)[CH2:10][CH2:9]1)[C:2]1[CH:7]=[CH:6][CH:5]=[CH:4][CH:3]=1.[NH:15]1C[CH2:18][CH2:17][CH2:16]1.[OH2:20]. (2) Given the product [CH2:33]([N:32]([CH2:25][C:26]1[CH:31]=[CH:30][CH:29]=[CH:28][CH:27]=1)[CH:2]1[CH2:5][CH:4]([C:6]([O:8][CH2:9][CH3:10])=[O:7])[CH2:3]1)[C:34]1[CH:39]=[CH:38][CH:37]=[CH:36][CH:35]=1, predict the reactants needed to synthesize it. The reactants are: O=[C:2]1[CH2:5][CH:4]([C:6]([O:8][CH2:9][CH3:10])=[O:7])[CH2:3]1.C(O[BH-](OC(=O)C)OC(=O)C)(=O)C.[Na+].[CH2:25]([NH:32][CH2:33][C:34]1[CH:39]=[CH:38][CH:37]=[CH:36][CH:35]=1)[C:26]1[CH:31]=[CH:30][CH:29]=[CH:28][CH:27]=1. (3) The reactants are: [C:1]([C:5]1[CH:6]=[C:7]([NH:23][S:24]([CH3:27])(=[O:26])=[O:25])[C:8]([O:21][CH3:22])=[C:9]([NH:11][C:12](=[O:20])OC2C=CC=CC=2)[CH:10]=1)([CH3:4])([CH3:3])[CH3:2].[NH2:28][C:29]1[C:38]2[C:33](=[CH:34][CH:35]=[CH:36][CH:37]=2)[C:32]([O:39][C:40]2[CH:45]=[CH:44][N:43]=[C:42]([NH:46][C:47]3[CH:52]=[C:51]([O:53][CH3:54])[CH:50]=[C:49]([S:55]([CH:58]4[CH2:60][CH2:59]4)(=[O:57])=[O:56])[CH:48]=3)[N:41]=2)=[CH:31][CH:30]=1. Given the product [C:1]([C:5]1[CH:10]=[C:9]([NH:11][C:12]([NH:28][C:29]2[C:38]3[C:33](=[CH:34][CH:35]=[CH:36][CH:37]=3)[C:32]([O:39][C:40]3[CH:45]=[CH:44][N:43]=[C:42]([NH:46][C:47]4[CH:52]=[C:51]([O:53][CH3:54])[CH:50]=[C:49]([S:55]([CH:58]5[CH2:59][CH2:60]5)(=[O:56])=[O:57])[CH:48]=4)[N:41]=3)=[CH:31][CH:30]=2)=[O:20])[C:8]([O:21][CH3:22])=[C:7]([NH:23][S:24]([CH3:27])(=[O:26])=[O:25])[CH:6]=1)([CH3:2])([CH3:3])[CH3:4], predict the reactants needed to synthesize it. (4) Given the product [Cl:1][C:2]1[C:3]2[C:11]([CH:12]([CH3:14])[CH3:13])=[CH:10][N:9]([CH2:16][C:17]3[C:22]([CH3:23])=[C:21]([O:24][CH3:25])[C:20]([CH3:26])=[CH:19][N:18]=3)[C:4]=2[N:5]=[C:6]([NH2:8])[N:7]=1, predict the reactants needed to synthesize it. The reactants are: [Cl:1][C:2]1[C:3]2[C:11]([CH:12]([CH3:14])[CH3:13])=[CH:10][NH:9][C:4]=2[N:5]=[C:6]([NH2:8])[N:7]=1.Cl[CH2:16][C:17]1[C:22]([CH3:23])=[C:21]([O:24][CH3:25])[C:20]([CH3:26])=[CH:19][N:18]=1.C([O-])([O-])=O.[K+].[K+]. (5) Given the product [CH3:1][C:2]1([CH3:33])[C:11]2[CH:10]=[C:9]([Se:12][C:13]#[C:14][C:15]3[CH:25]=[CH:24][C:18]([C:19]([OH:21])=[O:20])=[CH:17][N:16]=3)[CH:8]=[CH:7][C:6]=2[C:5]([C:26]2[CH:27]=[CH:28][C:29]([CH3:32])=[CH:30][CH:31]=2)=[CH:4][CH2:3]1, predict the reactants needed to synthesize it. The reactants are: [CH3:1][C:2]1([CH3:33])[C:11]2[CH:10]=[C:9]([Se:12][C:13]#[C:14][C:15]3[CH:25]=[CH:24][C:18]([C:19]([O:21]CC)=[O:20])=[CH:17][N:16]=3)[CH:8]=[CH:7][C:6]=2[C:5]([C:26]2[CH:31]=[CH:30][C:29]([CH3:32])=[CH:28][CH:27]=2)=[CH:4][CH2:3]1.[OH-].[Na+]. (6) Given the product [OH:10][CH2:11][C:12]([N:40]1[CH2:39][CH2:38][N:37]([C:43]([O:45][C:46]([CH3:49])([CH3:48])[CH3:47])=[O:44])[CH2:42][CH2:41]1)=[O:14], predict the reactants needed to synthesize it. The reactants are: CCN(C(C)C)C(C)C.[OH:10][CH2:11][C:12]([OH:14])=O.CN(C(ON1N=NC2C=CC=CC1=2)=[N+](C)C)C.[B-](F)(F)(F)F.[N:37]1([C:43]([O:45][C:46]([CH3:49])([CH3:48])[CH3:47])=[O:44])[CH2:42][CH2:41][NH:40][CH2:39][CH2:38]1. (7) Given the product [CH2:1]([O:8][CH2:9][CH2:10][CH2:11][CH2:12][O:13][C:14]1[N:19]=[C:18]([NH2:20])[C:17]([CH:27]=[CH:28][O:29][CH3:30])=[CH:16][CH:15]=1)[C:2]1[CH:7]=[CH:6][CH:5]=[CH:4][CH:3]=1, predict the reactants needed to synthesize it. The reactants are: [CH2:1]([O:8][CH2:9][CH2:10][CH2:11][CH2:12][O:13][C:14]1[N:19]=[C:18]([NH:20]C(=O)C(C)(C)C)[C:17]([CH:27]=[CH:28][O:29][CH3:30])=[CH:16][CH:15]=1)[C:2]1[CH:7]=[CH:6][CH:5]=[CH:4][CH:3]=1.[OH-].[K+]. (8) The reactants are: N1C=CN=C1.[CH3:6][C:7]([Si:10](Cl)([CH3:12])[CH3:11])([CH3:9])[CH3:8].[OH:14][CH2:15][CH2:16][C:17]1[O:18][CH:19]=[CH:20][CH:21]=1.CCOCC. Given the product [CH3:6][C:7]([Si:10]([O:14][CH2:15][CH2:16][C:17]1[O:18][CH:19]=[CH:20][CH:21]=1)([CH3:12])[CH3:11])([CH3:9])[CH3:8], predict the reactants needed to synthesize it. (9) Given the product [F:9][C:10]1[CH:15]=[C:14]([O:16][CH2:17][C:18]2[CH:23]=[CH:22][CH:21]=[CH:20][CH:19]=2)[C:13]([O:24][CH3:3])=[C:12]([CH2:25][OH:26])[CH:11]=1, predict the reactants needed to synthesize it. The reactants are: IC.[C:3](=O)([O-])[O-].[Cs+].[Cs+].[F:9][C:10]1[CH:15]=[C:14]([O:16][CH2:17][C:18]2[CH:23]=[CH:22][CH:21]=[CH:20][CH:19]=2)[C:13]([OH:24])=[C:12]([CH2:25][OH:26])[CH:11]=1.O. (10) Given the product [CH2:1]([C:8]1[N:9]=[N:10][C:11]([C:16]2[CH2:17][CH2:18][N:19]([C:23]3[CH:28]=[CH:27][C:26]([C:29]([F:32])([F:31])[F:30])=[CH:25][N:24]=3)[CH2:20][CH:21]=2)=[C:12]([CH3:15])[C:13]=1[CH3:14])[C:2]1[CH:7]=[CH:6][CH:5]=[CH:4][CH:3]=1, predict the reactants needed to synthesize it. The reactants are: [CH2:1]([C:8]1[N:9]=[N:10][C:11]([C:16]2[CH2:17][CH2:18][NH:19][CH2:20][CH:21]=2)=[C:12]([CH3:15])[C:13]=1[CH3:14])[C:2]1[CH:7]=[CH:6][CH:5]=[CH:4][CH:3]=1.Cl[C:23]1[CH:28]=[CH:27][C:26]([C:29]([F:32])([F:31])[F:30])=[CH:25][N:24]=1.